From a dataset of Forward reaction prediction with 1.9M reactions from USPTO patents (1976-2016). Predict the product of the given reaction. Given the reactants [CH3:1][O:2][C:3]1[CH:4]=[CH:5][C:6]2[CH2:12][C:11](=O)[CH2:10][CH2:9][CH2:8][C:7]=2[CH:14]=1.FC(F)(F)S(OC1CCCC2C=C(OC)C=CC=2C=1)(=O)=O.C([Sn](CCCC)(CCCC)[C:41]1[CH:46]=[CH:45][C:44]([O:47][CH3:48])=[CH:43][C:42]=1[N+:49]([O-:51])=[O:50])CCC, predict the reaction product. The product is: [CH3:1][O:2][C:3]1[CH:4]=[CH:5][C:6]2[CH:12]=[C:11]([C:41]3[CH:46]=[CH:45][C:44]([O:47][CH3:48])=[CH:43][C:42]=3[N+:49]([O-:51])=[O:50])[CH2:10][CH2:9][CH2:8][C:7]=2[CH:14]=1.